Dataset: Reaction yield outcomes from USPTO patents with 853,638 reactions. Task: Predict the reaction yield, written as a fraction of the theoretical maximum amount of product (1.0 means a 100% yield; for example, 0.34 means a 34% yield). (1) The reactants are [I-].C[S+](C)(C)=O.[CH3:7]C([O-])(C)C.[K+].[CH2:13]([O:20][C:21]1[CH:26]=[CH:25][C:24](/[CH:27]=[CH:28]/[N+:29]([O-:31])=[O:30])=[CH:23][CH:22]=1)[C:14]1[CH:19]=[CH:18][CH:17]=[CH:16][CH:15]=1.O. The catalyst is CS(C)=O. The product is [CH2:13]([O:20][C:21]1[CH:26]=[CH:25][C:24]([C@@H:27]2[CH2:7][C@H:28]2[N+:29]([O-:31])=[O:30])=[CH:23][CH:22]=1)[C:14]1[CH:15]=[CH:16][CH:17]=[CH:18][CH:19]=1. The yield is 0.260. (2) The reactants are C[Si]([N-][Si](C)(C)C)(C)C.[Na+].F[C:12]1[C:17]([C:18]2[N:23]=[C:22]([CH3:24])[N:21]=[C:20]([N:25]([CH2:35][C:36]3[CH:41]=[CH:40][C:39]([O:42][CH3:43])=[CH:38][CH:37]=3)[CH2:26][C:27]3[CH:32]=[CH:31][C:30]([O:33][CH3:34])=[CH:29][CH:28]=3)[N:19]=2)=[CH:16][C:15]([C@H:44]([N:46]2[CH2:51][CH2:50][N:49]([S:52]([CH3:55])(=[O:54])=[O:53])[CH2:48][CH2:47]2)[CH3:45])=[CH:14][N:13]=1.[N:56]1[C:65]2[C:60](=[CH:61][CH:62]=[C:63]([NH2:66])[CH:64]=2)[CH:59]=[CH:58][CH:57]=1. The catalyst is C1COCC1. The product is [CH3:34][O:33][C:30]1[CH:29]=[CH:28][C:27]([CH2:26][N:25]([CH2:35][C:36]2[CH:41]=[CH:40][C:39]([O:42][CH3:43])=[CH:38][CH:37]=2)[C:20]2[N:21]=[C:22]([CH3:24])[N:23]=[C:18]([C:17]3[C:12]([NH:66][C:63]4[CH:64]=[C:65]5[C:60]([CH:59]=[CH:58][CH:57]=[N:56]5)=[CH:61][CH:62]=4)=[N:13][CH:14]=[C:15]([C@H:44]([N:46]4[CH2:51][CH2:50][N:49]([S:52]([CH3:55])(=[O:53])=[O:54])[CH2:48][CH2:47]4)[CH3:45])[CH:16]=3)[N:19]=2)=[CH:32][CH:31]=1. The yield is 1.01. (3) The reactants are [S:1]1[CH:5]=[CH:4][CH:3]=[C:2]1[CH2:6][NH:7][C:8]([C:10]1[CH:25]=[C:13]2[CH:14]=[C:15]([C:19]3[CH:24]=[CH:23][CH:22]=[CH:21][CH:20]=3)[CH:16]=[C:17](Cl)[N:12]2[N:11]=1)=[O:9].[NH:26]1[CH2:31][CH2:30][O:29][CH2:28][CH2:27]1. The catalyst is CN(C=O)C. The product is [S:1]1[CH:5]=[CH:4][CH:3]=[C:2]1[CH2:6][NH:7][C:8]([C:10]1[CH:25]=[C:13]2[CH:14]=[C:15]([C:19]3[CH:24]=[CH:23][CH:22]=[CH:21][CH:20]=3)[CH:16]=[C:17]([N:26]3[CH2:31][CH2:30][O:29][CH2:28][CH2:27]3)[N:12]2[N:11]=1)=[O:9]. The yield is 0.550.